From a dataset of Ames mutagenicity test results for genotoxicity prediction. Regression/Classification. Given a drug SMILES string, predict its toxicity properties. Task type varies by dataset: regression for continuous values (e.g., LD50, hERG inhibition percentage) or binary classification for toxic/non-toxic outcomes (e.g., AMES mutagenicity, cardiotoxicity, hepatotoxicity). Dataset: ames. (1) The drug is OCC(O)CO. The result is 0 (non-mutagenic). (2) The molecule is CCN=NC(C)(C)OO. The result is 0 (non-mutagenic). (3) The compound is O=C(O)c1ccccc1-c1c2cc(Br)c(=O)c(Br)c-2oc2c(Br)c(O)c(Br)cc12. The result is 1 (mutagenic).